From a dataset of Full USPTO retrosynthesis dataset with 1.9M reactions from patents (1976-2016). Predict the reactants needed to synthesize the given product. (1) Given the product [CH3:32][O:31][C:28]1[CH:29]=[CH:30][C:25]([CH2:24][C@H:6]([NH:5][C:3](=[O:4])[C@@H:2]([NH:1][C:39]([C@H:35]2[CH2:36][CH2:37][CH2:38][O:34]2)=[O:40])[CH3:33])[C:7]([NH:9][C@@H:10]([CH2:17][C:18]2[CH:19]=[CH:20][CH:21]=[CH:22][CH:23]=2)[C:11]([C@@:13]2([CH3:16])[CH2:15][O:14]2)=[O:12])=[O:8])=[CH:26][CH:27]=1, predict the reactants needed to synthesize it. The reactants are: [NH2:1][C@@H:2]([CH3:33])[C:3]([NH:5][C@@H:6]([CH2:24][C:25]1[CH:30]=[CH:29][C:28]([O:31][CH3:32])=[CH:27][CH:26]=1)[C:7]([NH:9][C@@H:10]([CH2:17][C:18]1[CH:23]=[CH:22][CH:21]=[CH:20][CH:19]=1)[C:11]([C@@:13]1([CH3:16])[CH2:15][O:14]1)=[O:12])=[O:8])=[O:4].[O:34]1[CH2:38][CH2:37][CH2:36][C@@H:35]1[C:39](O)=[O:40].CN(C(ON1N=NC2C=CC=NC1=2)=[N+](C)C)C.F[P-](F)(F)(F)(F)F.CCN(C(C)C)C(C)C. (2) Given the product [CH3:3][O:4][C:5]1[CH:6]=[C:7]([C:13]2[C:22]3[N:21]=[CH:20][CH:19]=[N:18][C:17]=3[C:26]([C:25]([OH:28])=[O:1])=[CH:15][CH:14]=2)[CH:8]=[C:9]([O:11][CH3:12])[CH:10]=1, predict the reactants needed to synthesize it. The reactants are: [OH-:1].[K+].[CH3:3][O:4][C:5]1[CH:6]=[C:7]([C:13]2[C:22]3[N:21]=[CH:20][CH:19]=[N:18][C:17]=3C(C#N)=[CH:15][CH:14]=2)[CH:8]=[C:9]([O:11][CH3:12])[CH:10]=1.[CH2:25]([OH:28])[CH2:26]O. (3) Given the product [C:1]([O:5][C:6]([N:8]1[CH2:12][CH2:11][C@H:10]([NH:13][C:19]2[CH:18]=[CH:17][C:16]([F:22])=[C:15]([Cl:14])[CH:20]=2)[CH2:9]1)=[O:7])([CH3:4])([CH3:2])[CH3:3], predict the reactants needed to synthesize it. The reactants are: [C:1]([O:5][C:6]([N:8]1[CH2:12][CH2:11][C@H:10]([NH2:13])[CH2:9]1)=[O:7])([CH3:4])([CH3:3])[CH3:2].[Cl:14][C:15]1[CH:20]=[C:19](I)[CH:18]=[CH:17][C:16]=1[F:22].C(O)CO.P([O-])([O-])([O-])=O.[K+].[K+].[K+]. (4) Given the product [CH2:27]([C:24]1[CH:23]=[CH:22][C:21]([C:20]([NH:19][C:12]2[CH:11]=[CH:10][C:9]([NH:8][C:6](=[O:7])[C:5]3[CH:4]=[CH:3][C:2]([N:1]([S:41]([C:37]4[CH:38]=[CH:39][CH:40]=[C:35]([Cl:34])[C:51]=4[CH3:52])(=[O:43])=[O:42])[S:41]([C:37]4[CH:38]=[CH:39][CH:40]=[C:35]([Cl:34])[C:36]=4[CH3:45])(=[O:43])=[O:42])=[CH:33][CH:32]=3)=[CH:18][C:13]=2[C:14]([O:16][CH3:17])=[O:15])=[O:31])=[CH:26][CH:25]=1)[CH2:28][CH2:29][CH3:30], predict the reactants needed to synthesize it. The reactants are: [NH2:1][C:2]1[CH:33]=[CH:32][C:5]([C:6]([NH:8][C:9]2[CH:10]=[CH:11][C:12]([NH:19][C:20](=[O:31])[C:21]3[CH:26]=[CH:25][C:24]([CH2:27][CH2:28][CH2:29][CH3:30])=[CH:23][CH:22]=3)=[C:13]([CH:18]=2)[C:14]([O:16][CH3:17])=[O:15])=[O:7])=[CH:4][CH:3]=1.[Cl:34][C:35]1[C:36]([CH3:45])=[C:37]([S:41](Cl)(=[O:43])=[O:42])[CH:38]=[CH:39][CH:40]=1.C(N([CH2:51][CH3:52])CC)C. (5) Given the product [C:7]([C:4]1[CH:5]=[CH:6][C:1]([C:12]([OH:21])=[O:22])=[CH:2][CH:3]=1)#[N:8].[C:7]([C:4]1[CH:5]=[CH:6][C:1]([CH:9]=[O:10])=[CH:2][CH:3]=1)#[N:8], predict the reactants needed to synthesize it. The reactants are: [C:1]1([CH3:9])[CH:6]=[CH:5][C:4]([C:7]#[N:8])=[CH:3][CH:2]=1.[OH:10]N1C(=O)N(O)C(=O)N(O)[C:12]1=[O:21].[O:22]=O. (6) Given the product [OH2:1].[O:1]=[CH:2][C@H:3]([C@@H:5]([C@H:7]([C@H:9]([CH2:11][OH:12])[OH:10])[OH:8])[OH:6])[OH:4], predict the reactants needed to synthesize it. The reactants are: [O:1]=[CH:2][C@H:3]([C@@H:5]([C@H:7]([C@H:9]([CH2:11][OH:12])[OH:10])[OH:8])[OH:6])[OH:4].